Dataset: Forward reaction prediction with 1.9M reactions from USPTO patents (1976-2016). Task: Predict the product of the given reaction. Given the reactants Br[C:2]1[CH:3]=[CH:4][C:5]([C:8]([N:10]2[CH2:14][CH2:13][CH2:12][CH2:11]2)=[O:9])=[N:6][CH:7]=1.[CH3:15][C:16]1([CH3:32])[C:20]([CH3:22])([CH3:21])[O:19][B:18]([B:18]2[O:19][C:20]([CH3:22])([CH3:21])[C:16]([CH3:32])([CH3:15])[O:17]2)[O:17]1.ClCCl.C([O-])(=O)C.[K+], predict the reaction product. The product is: [N:10]1([C:8]([C:5]2[CH:4]=[CH:3][C:2]([B:18]3[O:19][C:20]([CH3:22])([CH3:21])[C:16]([CH3:32])([CH3:15])[O:17]3)=[CH:7][N:6]=2)=[O:9])[CH2:14][CH2:13][CH2:12][CH2:11]1.